This data is from Full USPTO retrosynthesis dataset with 1.9M reactions from patents (1976-2016). The task is: Predict the reactants needed to synthesize the given product. (1) Given the product [F:17][C:2]([F:1])([F:16])[C:3]1[N:4]=[C:5]2[C:10]([C:11]([OH:13])=[O:12])=[CH:9][CH:8]=[CH:7][N:6]2[CH:15]=1, predict the reactants needed to synthesize it. The reactants are: [F:1][C:2]([F:17])([F:16])[C:3]1[N:4]=[C:5]2[C:10]([C:11]([O:13]C)=[O:12])=[CH:9][CH:8]=[CH:7][N:6]2[CH:15]=1.[OH-].[Na+].Cl. (2) Given the product [ClH:46].[N:25]1[CH:26]=[CH:28][C:41]([CH2:42][N:12]([C@@H:4]([CH2:5][C:6]2[CH:7]=[CH:8][CH:9]=[CH:10][CH:11]=2)[C:1]([N:58]([CH3:57])[CH2:59][CH2:60][C:61]2[CH:66]=[CH:65][CH:64]=[CH:63][CH:62]=2)=[O:3])[C:13](=[O:22])[OH:14])=[CH:31][CH:29]=1, predict the reactants needed to synthesize it. The reactants are: [C:1]([C@@H:4]([NH:12][C:13](=[O:22])[O:14]CC1C=CN=CC=1)[CH2:5][C:6]1[CH:11]=[CH:10][CH:9]=[CH:8][CH:7]=1)([OH:3])=O.CC[N:25]([CH:29]([CH3:31])C)[CH:26]([CH3:28])C.CN(C(ON1N=N[C:42]2C=CC(=C[C:41]1=2)[Cl:46])=[N+](C)C)C.F[P-](F)(F)(F)(F)F.[CH3:57][NH:58][CH2:59][CH2:60][C:61]1[CH:66]=[CH:65][CH:64]=[CH:63][CH:62]=1.Cl.CCOCC. (3) Given the product [F:15][C:16]1[CH:21]=[C:20]([C:22]2[NH:1][N:2]=[C:3]([C:5]3[C:10]([C:11]([F:12])([F:13])[F:14])=[CH:9][CH:8]=[CH:7][N:6]=3)[N:4]=2)[CH:19]=[CH:18][C:17]=1[C:24]1[CH:25]=[CH:26][CH:27]=[CH:28][CH:29]=1, predict the reactants needed to synthesize it. The reactants are: [NH2:1][NH:2][C:3]([C:5]1[C:10]([C:11]([F:14])([F:13])[F:12])=[CH:9][CH:8]=[CH:7][N:6]=1)=[NH:4].[F:15][C:16]1[CH:21]=[C:20]([CH:22]=O)[CH:19]=[CH:18][C:17]=1[C:24]1[CH:29]=[CH:28][CH:27]=[CH:26][CH:25]=1.